The task is: Predict the reaction yield, written as a fraction of the theoretical maximum amount of product (1.0 means a 100% yield; for example, 0.34 means a 34% yield).. This data is from Reaction yield outcomes from USPTO patents with 853,638 reactions. The reactants are [CH2:1]([N:3]([CH:34]1[CH2:39][CH2:38][O:37][CH2:36][CH2:35]1)[C:4]1[C:5]([CH3:33])=[C:6]([CH:22]=[C:23]([C:25]#[C:26][CH:27]2[CH2:32][CH2:31][NH:30][CH2:29][CH2:28]2)[CH:24]=1)[C:7]([NH:9][CH2:10][C:11]1[C:12](=[O:21])[NH:13][C:14]([CH3:20])=[CH:15][C:16]=1[CH:17]([CH3:19])[CH3:18])=[O:8])[CH3:2].[CH3:40][C@H:41]1[CH2:43][O:42]1. The catalyst is CO. The product is [CH2:1]([N:3]([CH:34]1[CH2:39][CH2:38][O:37][CH2:36][CH2:35]1)[C:4]1[C:5]([CH3:33])=[C:6]([CH:22]=[C:23]([C:25]#[C:26][CH:27]2[CH2:28][CH2:29][N:30]([CH2:40][C@@H:41]([OH:42])[CH3:43])[CH2:31][CH2:32]2)[CH:24]=1)[C:7]([NH:9][CH2:10][C:11]1[C:12](=[O:21])[NH:13][C:14]([CH3:20])=[CH:15][C:16]=1[CH:17]([CH3:19])[CH3:18])=[O:8])[CH3:2]. The yield is 0.500.